This data is from Full USPTO retrosynthesis dataset with 1.9M reactions from patents (1976-2016). The task is: Predict the reactants needed to synthesize the given product. (1) Given the product [NH2:9][C:8]1[CH:7]=[CH:6][C:5]([CH2:12][OH:13])=[CH:4][C:3]=1[O:2][CH3:1], predict the reactants needed to synthesize it. The reactants are: [CH3:1][O:2][C:3]1[CH:4]=[C:5]([CH2:12][OH:13])[CH:6]=[CH:7][C:8]=1[N+:9]([O-])=O. (2) Given the product [Cl:1][C:2]1[CH:7]=[C:6]([N+:8]([O-:10])=[O:9])[CH:5]=[CH:4][C:3]=1[O:11][CH2:12][O:13][CH3:14], predict the reactants needed to synthesize it. The reactants are: [Cl:1][C:2]1[CH:7]=[C:6]([N+:8]([O-:10])=[O:9])[CH:5]=[CH:4][C:3]=1[OH:11].[CH3:12][O:13][CH2:14]Cl.C(=O)([O-])[O-].[K+].[K+]. (3) Given the product [C:22]([NH:1][C:2]1[N:10]=[C:9]2[C:5]([N:6]=[CH:7][N:8]2[C@H:11]2[C@H:16]3[C@H:17]([OH:18])[C@:13]([CH2:19][OH:20])([CH2:14][O:15]3)[O:12]2)=[C:4]([NH:21][C:31](=[O:33])[C:32]2[CH:14]=[CH:13][CH:17]=[CH:16][CH:11]=2)[N:3]=1)(=[O:29])[C:23]1[CH:28]=[CH:27][CH:26]=[CH:25][CH:24]=1, predict the reactants needed to synthesize it. The reactants are: [NH2:1][C:2]1[N:10]=[C:9]2[C:5]([N:6]=[CH:7][N:8]2[C@H:11]2[C@H:16]3[C@H:17]([OH:18])[C@:13]([CH2:19][OH:20])([CH2:14][O:15]3)[O:12]2)=[C:4]([NH2:21])[N:3]=1.[C:22](Cl)(=[O:29])[C:23]1[CH:28]=[CH:27][CH:26]=[CH:25][CH:24]=1.[CH2:31]([OH:33])[CH3:32].[OH-].[Na+]. (4) The reactants are: [F:1][C:2]([F:19])([F:18])[C:3]([OH:17])([CH3:16])[CH2:4][N:5]1[C:13](=[O:14])[C:12]2[C:7](=[CH:8][CH:9]=[CH:10][CH:11]=2)[C:6]1=[O:15].[H-].[Na+].[CH3:22]I. Given the product [F:19][C:2]([F:1])([F:18])[C:3]([O:17][CH3:22])([CH3:16])[CH2:4][N:5]1[C:6](=[O:15])[C:7]2[C:12](=[CH:11][CH:10]=[CH:9][CH:8]=2)[C:13]1=[O:14], predict the reactants needed to synthesize it.